Dataset: Forward reaction prediction with 1.9M reactions from USPTO patents (1976-2016). Task: Predict the product of the given reaction. Given the reactants [F:1][C:2]1[CH:26]=[CH:25][C:5]([CH2:6][N:7]2[C:11]3=[CH:12][N:13]=[C:14]([C:16]([OH:18])=O)[CH:15]=[C:10]3[C:9]([CH2:19][O:20][CH2:21][CH2:22][O:23][CH3:24])=[CH:8]2)=[CH:4][CH:3]=1.CN1CCOCC1.Cl.[CH3:35][NH:36][OH:37], predict the reaction product. The product is: [F:1][C:2]1[CH:3]=[CH:4][C:5]([CH2:6][N:7]2[C:11]3=[CH:12][N:13]=[C:14]([C:16]([N:36]([OH:37])[CH3:35])=[O:18])[CH:15]=[C:10]3[C:9]([CH2:19][O:20][CH2:21][CH2:22][O:23][CH3:24])=[CH:8]2)=[CH:25][CH:26]=1.